Task: Predict the reaction yield, written as a fraction of the theoretical maximum amount of product (1.0 means a 100% yield; for example, 0.34 means a 34% yield).. Dataset: Reaction yield outcomes from USPTO patents with 853,638 reactions The reactants are [CH3:1][O:2][C:3](=[O:12])[C:4]1[CH:9]=[CH:8][C:7]([Cl:10])=[N:6][C:5]=1Cl.C[O-].[Na+].[C:16](=O)(O)[O-:17].[Na+].O. The catalyst is ClCCl. The product is [Cl:10][C:7]1[CH:8]=[CH:9][C:4]([C:3]([O:2][CH3:1])=[O:12])=[C:5]([O:17][CH3:16])[N:6]=1. The yield is 0.940.